Predict the product of the given reaction. From a dataset of Forward reaction prediction with 1.9M reactions from USPTO patents (1976-2016). Given the reactants [F:1][C:2]1[C:3]([OH:34])=[C:4]([C:8]2[N:13]([CH2:14][CH2:15][C:16]3[CH:21]=[CH:20][CH:19]=[CH:18][CH:17]=3)[C:12](=[O:22])[C:11]([C:23]3[CH:24]=[C:25]4[C:30](=[CH:31][CH:32]=3)[NH:29][CH2:28][CH2:27][CH2:26]4)=[C:10]([CH3:33])[N:9]=2)[CH:5]=[CH:6][CH:7]=1.C=O.[BH3-][C:38]#N.[Na+], predict the reaction product. The product is: [F:1][C:2]1[C:3]([OH:34])=[C:4]([C:8]2[N:13]([CH2:14][CH2:15][C:16]3[CH:17]=[CH:18][CH:19]=[CH:20][CH:21]=3)[C:12](=[O:22])[C:11]([C:23]3[CH:24]=[C:25]4[C:30](=[CH:31][CH:32]=3)[N:29]([CH3:38])[CH2:28][CH2:27][CH2:26]4)=[C:10]([CH3:33])[N:9]=2)[CH:5]=[CH:6][CH:7]=1.